From a dataset of Full USPTO retrosynthesis dataset with 1.9M reactions from patents (1976-2016). Predict the reactants needed to synthesize the given product. (1) Given the product [Br:8][C:9]1[N:14]=[C:13]2[C:15]([C:20]3[CH:25]=[CH:24][C:23]([CH2:26][N:27]4[CH2:28][CH2:29][O:30][CH2:31][CH2:32]4)=[CH:22][N+:21]=3[O-:33])=[C:16]([OH:18])[NH:17][C:12]2=[CH:11][CH:10]=1, predict the reactants needed to synthesize it. The reactants are: CCCCC.[H-].[Na+].[Br:8][C:9]1[N:14]=[C:13]2[CH2:15][C:16](=[O:18])[NH:17][C:12]2=[CH:11][CH:10]=1.Cl[C:20]1[CH:25]=[CH:24][C:23]([CH2:26][N:27]2[CH2:32][CH2:31][O:30][CH2:29][CH2:28]2)=[CH:22][N+:21]=1[O-:33]. (2) Given the product [O:3]1[C:7]2[CH:8]=[CH:9][CH:10]=[CH:11][C:6]=2[C:5]([CH:12]([OH:28])[CH2:13][N:14]2[CH2:15][CH2:16][CH:17]([NH:20][C:21](=[O:27])[O:22][C:23]([CH3:24])([CH3:26])[CH3:25])[CH2:18][CH2:19]2)=[CH:4]1, predict the reactants needed to synthesize it. The reactants are: [BH4-].[Na+].[O:3]1[C:7]2[CH:8]=[CH:9][CH:10]=[CH:11][C:6]=2[C:5]([C:12](=[O:28])[CH2:13][N:14]2[CH2:19][CH2:18][CH:17]([NH:20][C:21](=[O:27])[O:22][C:23]([CH3:26])([CH3:25])[CH3:24])[CH2:16][CH2:15]2)=[CH:4]1. (3) Given the product [CH3:21][O:1][C:2]1[C:11]2[C:6](=[CH:7][CH:8]=[C:9]([NH:12][C:13](=[O:15])[CH3:14])[CH:10]=2)[N:5]=[C:4]([CH3:16])[CH:3]=1, predict the reactants needed to synthesize it. The reactants are: [OH:1][C:2]1[C:11]2[C:6](=[CH:7][CH:8]=[C:9]([NH:12][C:13](=[O:15])[CH3:14])[CH:10]=2)[N:5]=[C:4]([CH3:16])[CH:3]=1.S(OC)(O[CH3:21])(=O)=O. (4) Given the product [C:1]([C:5]1[CH:6]=[CH:7][C:8]([C:11]2[N:15]([CH3:16])[N:14]=[C:13]([C:17]([C:19]3[CH:20]=[CH:21][CH:22]=[CH:23][CH:24]=3)=[N:27][NH:26][C:28]([C:30]3[CH:31]=[CH:32][C:33]([S:36]([NH:39][CH3:40])(=[O:37])=[O:38])=[CH:34][CH:35]=3)=[O:29])[C:12]=2[OH:25])=[CH:9][CH:10]=1)([CH3:3])([CH3:2])[CH3:4], predict the reactants needed to synthesize it. The reactants are: [C:1]([C:5]1[CH:10]=[CH:9][C:8]([C:11]2[N:15]([CH3:16])[N:14]=[C:13]([C:17]([C:19]3[CH:24]=[CH:23][CH:22]=[CH:21][CH:20]=3)=O)[C:12]=2[OH:25])=[CH:7][CH:6]=1)([CH3:4])([CH3:3])[CH3:2].[NH:26]([C:28]([C:30]1[CH:35]=[CH:34][C:33]([S:36]([NH:39][CH3:40])(=[O:38])=[O:37])=[CH:32][CH:31]=1)=[O:29])[NH2:27]. (5) Given the product [F:17][C:18]1[CH:24]=[C:23]([CH3:25])[C:22]([OH:26])=[CH:21][C:19]=1[NH:20][C:3]1[C:12]2[C:7](=[CH:8][C:9]([O:15][CH3:16])=[C:10]([O:13][CH3:14])[CH:11]=2)[N:6]=[N:5][CH:4]=1, predict the reactants needed to synthesize it. The reactants are: Cl.Cl[C:3]1[C:12]2[C:7](=[CH:8][C:9]([O:15][CH3:16])=[C:10]([O:13][CH3:14])[CH:11]=2)[N:6]=[N:5][CH:4]=1.[F:17][C:18]1[CH:24]=[C:23]([CH3:25])[C:22]([OH:26])=[CH:21][C:19]=1[NH2:20].